From a dataset of Forward reaction prediction with 1.9M reactions from USPTO patents (1976-2016). Predict the product of the given reaction. (1) Given the reactants [C:1]1([C:43]2[CH:48]=[CH:47][CH:46]=[CH:45][CH:44]=2)[CH:6]=[CH:5][CH:4]=[CH:3][C:2]=1[CH2:7][C:8]([N:10]1[CH2:14][CH2:13][CH:12]([NH:15][C:16]2[N:25]=[C:24]([N:26]3[CH2:31][CH2:30][CH2:29][CH:28]([NH:32]C(=O)OCC4C=CC=CC=4)[CH2:27]3)[C:23]3[C:18](=[CH:19][CH:20]=[CH:21][CH:22]=3)[N:17]=2)[CH2:11]1)=[O:9].Cl, predict the reaction product. The product is: [NH2:32][CH:28]1[CH2:29][CH2:30][CH2:31][N:26]([C:24]2[C:23]3[C:18](=[CH:19][CH:20]=[CH:21][CH:22]=3)[N:17]=[C:16]([NH:15][CH:12]3[CH2:13][CH2:14][N:10]([C:8](=[O:9])[CH2:7][C:2]4[CH:3]=[CH:4][CH:5]=[CH:6][C:1]=4[C:43]4[CH:48]=[CH:47][CH:46]=[CH:45][CH:44]=4)[CH2:11]3)[N:25]=2)[CH2:27]1. (2) Given the reactants Cl[C:2]1[C:11]2[C:6](=[C:7]([O:14][CH:15]3[CH2:19][CH2:18][CH2:17][CH2:16]3)[C:8]([O:12][CH3:13])=[CH:9][CH:10]=2)[O:5][C:4](=[O:20])[CH:3]=1.[CH2:21]([O:23][C:24](=[O:27])[CH2:25][NH2:26])[CH3:22].Cl.C(N(CC)CC)C, predict the reaction product. The product is: [CH:15]1([O:14][C:7]2[C:8]([O:12][CH3:13])=[CH:9][CH:10]=[C:11]3[C:6]=2[O:5][C:4](=[O:20])[CH:3]=[C:2]3[NH:26][CH2:25][C:24]([O:23][CH2:21][CH3:22])=[O:27])[CH2:19][CH2:18][CH2:17][CH2:16]1. (3) The product is: [C:19]([O:18][C:16]([NH:28][CH2:29][CH2:30][CH2:31][C@H:32]([OH:36])[C:33]([OH:35])=[O:34])=[O:17])([CH3:20])([CH3:21])[CH3:22]. Given the reactants C(N(CC)CC)C.[C:16](O[C:16]([O:18][C:19]([CH3:22])([CH3:21])[CH3:20])=[O:17])([O:18][C:19]([CH3:22])([CH3:21])[CH3:20])=[O:17].C(=O)([O-])O.[Na+].[NH2:28][CH2:29][CH2:30][CH2:31][C@H:32]([OH:36])[C:33]([OH:35])=[O:34], predict the reaction product. (4) The product is: [F:2][C:3]1[CH:4]=[C:5]([CH:6]=[CH:45][C:36]2[CH:37]=[CH:38][C:39]3[C:44](=[CH:43][CH:42]=[CH:41][CH:40]=3)[CH:35]=2)[CH:26]=[CH:27][CH:28]=1. Given the reactants [Br-].[F:2][C:3]1[CH:4]=[C:5]([CH:26]=[CH:27][CH:28]=1)[CH2:6][P+](C1C=CC=CC=1)(C1C=CC=CC=1)C1C=CC=CC=1.CC(C)([O-])C.[K+].[CH:35]1[C:44]2[C:39](=[CH:40][CH:41]=[CH:42][CH:43]=2)[CH:38]=[CH:37][C:36]=1[CH:45]=O.O, predict the reaction product. (5) Given the reactants [C:1]([O:5][C:6]([N:8]1[C:13]2[CH:14]=[C:15]([CH2:18][OH:19])[CH:16]=[CH:17][C:12]=2[O:11][CH2:10][CH2:9]1)=[O:7])([CH3:4])([CH3:3])[CH3:2].CC(OI1(OC(C)=O)(OC(C)=O)OC(=O)C2C=CC=CC1=2)=O, predict the reaction product. The product is: [C:1]([O:5][C:6]([N:8]1[C:13]2[CH:14]=[C:15]([CH:18]=[O:19])[CH:16]=[CH:17][C:12]=2[O:11][CH2:10][CH2:9]1)=[O:7])([CH3:4])([CH3:2])[CH3:3]. (6) Given the reactants [CH2:1]([O:3][C:4](=[O:13])[C:5]1[CH:10]=[C:9]([Cl:11])[N:8]=[C:7](Cl)[CH:6]=1)[CH3:2].C([O-])([O-])=O.[Cs+].[Cs+].[C:20]1([OH:26])[CH:25]=[CH:24][CH:23]=[CH:22][CH:21]=1, predict the reaction product. The product is: [CH2:1]([O:3][C:4](=[O:13])[C:5]1[CH:6]=[C:7]([O:26][C:20]2[CH:25]=[CH:24][CH:23]=[CH:22][CH:21]=2)[N:8]=[C:9]([Cl:11])[CH:10]=1)[CH3:2]. (7) Given the reactants Cl[C:2]1[N:7]=[C:6]([NH:8][C:9]2[C:14]([CH3:15])=[CH:13][C:12]([CH3:16])=[CH:11][C:10]=2[CH3:17])[N:5]=[C:4]([NH:18][C:19]2[CH:26]=[CH:25][C:22]([C:23]#[N:24])=[CH:21][CH:20]=2)[N:3]=1.[NH3:27].O1CCOCC1, predict the reaction product. The product is: [NH2:27][C:2]1[N:7]=[C:6]([NH:8][C:9]2[C:14]([CH3:15])=[CH:13][C:12]([CH3:16])=[CH:11][C:10]=2[CH3:17])[N:5]=[C:4]([NH:18][C:19]2[CH:26]=[CH:25][C:22]([C:23]#[N:24])=[CH:21][CH:20]=2)[N:3]=1. (8) The product is: [C:13]1([B:29]([OH:32])[OH:30])[C:26]2[C:27]3=[C:28]4[C:23](=[CH:24][CH:25]=2)[CH:22]=[CH:21][CH:20]=[C:19]4[CH:18]=[CH:17][C:16]3=[CH:15][CH:14]=1. Given the reactants [Li]CCCC.CCCCCC.Br[C:13]1[C:26]2[C:27]3=[C:28]4[C:23](=[CH:24][CH:25]=2)[CH:22]=[CH:21][CH:20]=[C:19]4[CH:18]=[CH:17][C:16]3=[CH:15][CH:14]=1.[B:29](OC)([O:32]C)[O:30]C.Cl, predict the reaction product.